From a dataset of Reaction yield outcomes from USPTO patents with 853,638 reactions. Predict the reaction yield, written as a fraction of the theoretical maximum amount of product (1.0 means a 100% yield; for example, 0.34 means a 34% yield). (1) The reactants are [CH3:1][N:2]1[CH:6]=[C:5](I)[CH:4]=[N:3]1.[C:8]([Si:10]([CH3:13])([CH3:12])[CH3:11])#[CH:9].C(NC(C)C)(C)C.C1(P(C2C=CC=CC=2)C2C=CC=CC=2)C=CC=CC=1. The yield is 0.670. The product is [CH3:1][N:2]1[CH:6]=[C:5]([C:9]#[C:8][Si:10]([CH3:13])([CH3:12])[CH3:11])[CH:4]=[N:3]1. The catalyst is CN(C=O)C.[Cu]I.C([O-])(=O)C.[Pd+2].C([O-])(=O)C. (2) The reactants are [Br:1][C:2]1[CH:7]=[CH:6][C:5]([C:8]2(O)[C:16]3[C:11](=[CH:12][CH:13]=[CH:14][CH:15]=3)[N:10]([CH:17]([C:24]3[CH:29]=[CH:28][CH:27]=[CH:26][CH:25]=3)[C:18]3[CH:23]=[CH:22][CH:21]=[CH:20][CH:19]=3)[C:9]2=[O:30])=[C:4]([OH:32])[CH:3]=1.FC(F)(F)C(O)=O. The catalyst is C([SiH](CC)CC)C. The product is [Br:1][C:2]1[CH:7]=[CH:6][C:5]([CH:8]2[C:16]3[C:11](=[CH:12][CH:13]=[CH:14][CH:15]=3)[N:10]([CH:17]([C:24]3[CH:25]=[CH:26][CH:27]=[CH:28][CH:29]=3)[C:18]3[CH:23]=[CH:22][CH:21]=[CH:20][CH:19]=3)[C:9]2=[O:30])=[C:4]([OH:32])[CH:3]=1. The yield is 0.790. (3) The reactants are [Br:1][C:2]1[CH:23]=[C:22](/[CH:24]=[CH:25]/[CH:26]([C:31]2[CH:36]=[C:35]([Cl:37])[C:34]([Cl:38])=[C:33]([Cl:39])[CH:32]=2)[C:27]([F:30])([F:29])[F:28])[CH:21]=[CH:20][C:3]=1[C:4]([NH:6][CH:7]1[CH2:12][CH2:11][N:10](C(OC(C)(C)C)=O)[CH2:9][CH2:8]1)=[O:5]. The catalyst is Cl.O1CCOCC1. The product is [Br:1][C:2]1[CH:23]=[C:22](/[CH:24]=[CH:25]/[CH:26]([C:31]2[CH:32]=[C:33]([Cl:39])[C:34]([Cl:38])=[C:35]([Cl:37])[CH:36]=2)[C:27]([F:30])([F:28])[F:29])[CH:21]=[CH:20][C:3]=1[C:4]([NH:6][CH:7]1[CH2:12][CH2:11][NH:10][CH2:9][CH2:8]1)=[O:5]. The yield is 0.880. (4) The product is [CH3:2][C:36]1[CH:37]=[C:38]([S:46]([N:49]2[CH2:50][CH2:51][C:52]3([C:56](=[O:57])[NH:55][CH2:54][CH2:53]3)[CH2:58][CH2:59]2)(=[O:47])=[O:48])[CH:39]=[C:40]([C:42]([F:44])([F:45])[F:43])[CH:41]=1. The catalyst is ClCCl.O1CCOCC1.C1C=CC([P]([Pd]([P](C2C=CC=CC=2)(C2C=CC=CC=2)C2C=CC=CC=2)([P](C2C=CC=CC=2)(C2C=CC=CC=2)C2C=CC=CC=2)[P](C2C=CC=CC=2)(C2C=CC=CC=2)C2C=CC=CC=2)(C2C=CC=CC=2)C2C=CC=CC=2)=CC=1. The reactants are Cl.[C:2]1(=O)C2(CCNCC2)CCN1.C(N(CC)CC)C.BrC1C=C(S(Cl)(=O)=O)C=C(C(F)(F)F)C=1.Br[C:36]1[CH:37]=[C:38]([S:46]([N:49]2[CH2:59][CH2:58][C:52]3([C:56](=[O:57])[NH:55][CH2:54][CH2:53]3)[CH2:51][CH2:50]2)(=[O:48])=[O:47])[CH:39]=[C:40]([C:42]([F:45])([F:44])[F:43])[CH:41]=1.C(=O)([O-])[O-].[K+].[K+].CB1OB(C)OB(C)O1. The yield is 0.320. (5) The reactants are [F:1][C:2]1([CH:8]([OH:11])C#N)[CH2:7][CH2:6][O:5][CH2:4][CH2:3]1.[BH4-].[Na+].CC(C)=O. The catalyst is C(O)(C)(C)C.O. The product is [F:1][C:2]1([CH2:8][OH:11])[CH2:7][CH2:6][O:5][CH2:4][CH2:3]1. The yield is 0.920.